Dataset: Catalyst prediction with 721,799 reactions and 888 catalyst types from USPTO. Task: Predict which catalyst facilitates the given reaction. (1) Reactant: O1[CH2:5][CH2:4][CH2:3][CH2:2]1.[CH3:6][O:7][C:8]([C:10]1[NH:11][C:12]2[C:17]([CH:18]=1)=[CH:16][CH:15]=[C:14]([OH:19])[CH:13]=2)=[O:9].[OH-].[Na+].C1(CBr)CC1. Product: [CH3:6][O:7][C:8]([C:10]1[NH:11][C:12]2[C:17]([CH:18]=1)=[CH:16][CH:15]=[C:14]([O:19][CH2:2][CH:3]1[CH2:5][CH2:4]1)[CH:13]=2)=[O:9]. The catalyst class is: 145. (2) Reactant: [CH2:1]([Si:3]([CH2:13][CH3:14])([CH2:11][CH3:12])[O:4][C:5](/[CH:7]=[CH:8]/[CH2:9][CH3:10])=[CH2:6])[CH3:2].CC(C)(C)/C(/O)=C/C(C(C(C(F)(F)F)(F)F)(F)F)=O.CC(C)(C)/C(/O)=C/C(C(C(C(F)(F)F)(F)F)(F)F)=O.CC(C)(C)/C(/O)=C/C(C(C(C(F)(F)F)(F)F)(F)F)=O.[Eu].[N+:73]([C:76]1[CH:83]=[N:82][CH:81]=[CH:80][C:77]=1[CH:78]=[O:79])([O-:75])=[O:74]. Product: [CH2:9]([C@H:8]1[O:79][C@@H:78]([C:77]2[CH:80]=[CH:81][N:82]=[CH:83][C:76]=2[N+:73]([O-:75])=[O:74])[CH2:6][C:5]([O:4][Si:3]([CH2:11][CH3:12])([CH2:1][CH3:2])[CH2:13][CH3:14])=[CH:7]1)[CH3:10]. The catalyst class is: 22. (3) Reactant: [CH:1]1([CH2:7][CH2:8][CH2:9][O:10][C:11]2[CH:16]=[CH:15][C:14]([CH2:17][CH2:18][CH2:19][O:20][C:21]3[CH:30]=[CH:29][C:24]([C:25]([O:27]C)=[O:26])=[CH:23][C:22]=3[C:31]([NH:33][CH:34]3[CH2:39][CH2:38][CH2:37][CH:36]([C:40]([O:42]C)=[O:41])[CH2:35]3)=[O:32])=[CH:13][CH:12]=2)[CH2:6][CH2:5][CH2:4][CH2:3][CH2:2]1.[OH-].[Na+]. Product: [C:40]([CH:36]1[CH2:37][CH2:38][CH2:39][CH:34]([NH:33][C:31]([C:22]2[CH:23]=[C:24]([CH:29]=[CH:30][C:21]=2[O:20][CH2:19][CH2:18][CH2:17][C:14]2[CH:13]=[CH:12][C:11]([O:10][CH2:9][CH2:8][CH2:7][CH:1]3[CH2:2][CH2:3][CH2:4][CH2:5][CH2:6]3)=[CH:16][CH:15]=2)[C:25]([OH:27])=[O:26])=[O:32])[CH2:35]1)([OH:42])=[O:41]. The catalyst class is: 36. (4) Reactant: [NH2:1][C:2]1[CH:3]=[C:4]([OH:12])[C:5](=[CH:10][CH:11]=1)[C:6]([O:8][CH3:9])=[O:7].[Br:13][C:14]1[C:15]([Cl:24])=[N:16][CH:17]=[C:18]([S:20](Cl)(=[O:22])=[O:21])[CH:19]=1. Product: [Br:13][C:14]1[CH:19]=[C:18]([S:20]([NH:1][C:2]2[CH:11]=[CH:10][C:5]([C:6]([O:8][CH3:9])=[O:7])=[C:4]([OH:12])[CH:3]=2)(=[O:22])=[O:21])[CH:17]=[N:16][C:15]=1[Cl:24]. The catalyst class is: 11. (5) Reactant: [C:1]([S:5][C@@H:6]1[C:14]2[C:9](=[CH:10][CH:11]=[CH:12][CH:13]=2)[C@H:8](O)[CH2:7]1)([CH3:4])([CH3:3])[CH3:2].[C:16]1(=[O:26])[NH:20][C:19](=[O:21])[C:18]2=[CH:22][CH:23]=[CH:24][CH:25]=[C:17]12.C1(P(C2C=CC=CC=2)C2C=CC=CC=2)C=CC=CC=1.CC(OC(/N=N/C(OC(C)C)=O)=O)C. Product: [C:1]([S:5][C@H:6]1[C:14]2[C:9](=[CH:10][CH:11]=[CH:12][CH:13]=2)[C@H:8]([N:20]2[C:16](=[O:26])[C:17]3[C:18](=[CH:22][CH:23]=[CH:24][CH:25]=3)[C:19]2=[O:21])[CH2:7]1)([CH3:4])([CH3:3])[CH3:2]. The catalyst class is: 20. (6) Reactant: Cl.[CH2:2]([C:4]1[N:8]=[C:7]([CH2:9][N:10]2[C:15]3[CH:16]=[C:17]([C:19]4[CH:24]=[CH:23][C:22]([F:25])=[CH:21][CH:20]=4)[S:18][C:14]=3[C:13](=[O:26])[N:12]([CH:27]3[CH2:32][CH2:31][NH:30][CH2:29][CH2:28]3)[C:11]2=[O:33])[O:6][N:5]=1)[CH3:3].[CH2:34]([O:36][C:37]1[C:46]([O:47][CH3:48])=[CH:45][C:44]2[C:43]([C:49]3[CH:57]=[CH:56][C:52]([C:53](O)=[O:54])=[CH:51][CH:50]=3)=[N:42][C@@H:41]3[CH2:58][CH2:59][S:60][CH2:61][C@@H:40]3[C:39]=2[CH:38]=1)[CH3:35].C1C=CC2N(O)N=NC=2C=1.CCN=C=NCCCN(C)C. Product: [CH2:34]([O:36][C:37]1[C:46]([O:47][CH3:48])=[CH:45][C:44]2[C:43]([C:49]3[CH:50]=[CH:51][C:52]([C:53]([N:30]4[CH2:31][CH2:32][CH:27]([N:12]5[C:13](=[O:26])[C:14]6[S:18][C:17]([C:19]7[CH:20]=[CH:21][C:22]([F:25])=[CH:23][CH:24]=7)=[CH:16][C:15]=6[N:10]([CH2:9][C:7]6[O:6][N:5]=[C:4]([CH2:2][CH3:3])[N:8]=6)[C:11]5=[O:33])[CH2:28][CH2:29]4)=[O:54])=[CH:56][CH:57]=3)=[N:42][C@@H:41]3[CH2:58][CH2:59][S:60][CH2:61][C@@H:40]3[C:39]=2[CH:38]=1)[CH3:35]. The catalyst class is: 3.